This data is from hERG potassium channel inhibition data for cardiac toxicity prediction from Karim et al.. The task is: Regression/Classification. Given a drug SMILES string, predict its toxicity properties. Task type varies by dataset: regression for continuous values (e.g., LD50, hERG inhibition percentage) or binary classification for toxic/non-toxic outcomes (e.g., AMES mutagenicity, cardiotoxicity, hepatotoxicity). Dataset: herg_karim. (1) The drug is CCn1c(-c2ccc(OCCCN3CCCCC3)cc2)nc2ccccc2c1=O. The result is 1 (blocker). (2) The molecule is CCc1nsc(-c2nnc3n2CCN(C(=O)c2ccc(F)cc2)[C@@H]3C)n1. The result is 0 (non-blocker). (3) The molecule is N#Cc1cccc(N2CCN(CCCCNC(=O)c3cc4ccccc4o3)CC2)c1. The result is 1 (blocker). (4) The molecule is O=S1(=O)CCC(COc2ccc3c(c2)CCC2(CCN(C4CCC4)CC2)O3)CC1. The result is 0 (non-blocker). (5) The compound is COc1ccc2nccc(NC(=O)C3(O)CCC(NCc4cc5c(cn4)OCCO5)CC3)c2n1. The result is 0 (non-blocker). (6) The molecule is O=S(=O)(Nc1ccc(CCNC[C@H](O)c2cccnc2)cc1)c1ccc(-c2nc(-c3ccc(C(F)(F)F)cc3)cs2)cc1. The result is 1 (blocker).